Task: Regression/Classification. Given a drug SMILES string, predict its absorption, distribution, metabolism, or excretion properties. Task type varies by dataset: regression for continuous measurements (e.g., permeability, clearance, half-life) or binary classification for categorical outcomes (e.g., BBB penetration, CYP inhibition). Dataset: cyp2c19_veith.. Dataset: CYP2C19 inhibition data for predicting drug metabolism from PubChem BioAssay The compound is COc1ccc(Oc2ncc3ncc(=O)n(-c4ccc(OC)cc4)c3n2)cc1. The result is 0 (non-inhibitor).